Dataset: Full USPTO retrosynthesis dataset with 1.9M reactions from patents (1976-2016). Task: Predict the reactants needed to synthesize the given product. (1) Given the product [C:28]([NH:43][CH2:44][CH2:45][CH2:46][CH2:47][CH2:48][C:49]([NH:1][CH:2]([C:19]1[CH:24]=[CH:23][C:22]([C:25](=[NH:26])[NH2:27])=[CH:21][CH:20]=1)[P:3]([O:4][C:5]1[CH:10]=[CH:9][CH:8]=[CH:7][CH:6]=1)(=[O:11])[O:12][C:13]1[CH:18]=[CH:17][CH:16]=[CH:15][CH:14]=1)=[O:50])(=[O:42])[CH2:29][CH2:30][CH2:31][CH2:32][C@H:33]1[C@@H:41]2[C@@H:36]([NH:37][C:38]([NH:40]2)=[O:39])[CH2:35][S:34]1, predict the reactants needed to synthesize it. The reactants are: [NH2:1][CH:2]([C:19]1[CH:24]=[CH:23][C:22]([C:25](=[NH:27])[NH2:26])=[CH:21][CH:20]=1)[P:3]([O:12][C:13]1[CH:18]=[CH:17][CH:16]=[CH:15][CH:14]=1)(=[O:11])[O:4][C:5]1[CH:10]=[CH:9][CH:8]=[CH:7][CH:6]=1.[C:28]([NH:43][CH2:44][CH2:45][CH2:46][CH2:47][CH2:48][C:49](O)=[O:50])(=[O:42])[CH2:29][CH2:30][CH2:31][CH2:32][C@H:33]1[C@@H:41]2[C@@H:36]([NH:37][C:38]([NH:40]2)=[O:39])[CH2:35][S:34]1.C1CN([P+](ON2N=NC3C=CC=CC2=3)(N2CCCC2)N2CCCC2)CC1.F[P-](F)(F)(F)(F)F.C(O)(C(F)(F)F)=O.C(ON1C(=O)CCC1=O)(=O)CCCCCCC(ON1C(=O)CCC1=O)=O.OC(CCCC[C@H]1[C@@H]2[C@@H](NC(N2)=O)CS1)=O. (2) Given the product [F:21][C:17]1[CH:16]=[C:15]([CH:2]([NH:1][CH:22]2[CH2:26][CH2:25][CH2:24][CH2:23]2)[CH:3]([C:5]2[CH:10]=[CH:9][CH:8]=[C:7]([C:11]([F:12])([F:13])[F:14])[CH:6]=2)[OH:4])[CH:20]=[CH:19][N:18]=1, predict the reactants needed to synthesize it. The reactants are: [NH2:1][CH:2]([C:15]1[CH:20]=[CH:19][N:18]=[C:17]([F:21])[CH:16]=1)[CH:3]([C:5]1[CH:10]=[CH:9][CH:8]=[C:7]([C:11]([F:14])([F:13])[F:12])[CH:6]=1)[OH:4].[C:22]1(=O)[CH2:26][CH2:25][CH2:24][CH2:23]1.[BH-](OC(C)=O)(OC(C)=O)OC(C)=O.[Na+].C([O-])(O)=O.[Na+]. (3) Given the product [CH3:1][C:2]1([CH3:25])[O:7][C:6]2[CH:8]=[CH:9][C:10]([C@@H:12]([OH:24])[CH2:13][N:14]([C@@H:15]([C:18]3[CH:19]=[CH:20][CH:21]=[CH:22][CH:23]=3)[CH2:16][OH:17])[CH2:42][CH2:41][CH2:40][CH2:39][CH2:38][CH2:37][O:36][CH2:35][CH2:34][CH2:33][CH2:32][C:26]3[CH:27]=[CH:28][CH:29]=[CH:30][CH:31]=3)=[CH:11][C:5]=2[CH2:4][O:3]1, predict the reactants needed to synthesize it. The reactants are: [CH3:1][C:2]1([CH3:25])[O:7][C:6]2[CH:8]=[CH:9][C:10]([C@@H:12]([OH:24])[CH2:13][NH:14][C@@H:15]([C:18]3[CH:23]=[CH:22][CH:21]=[CH:20][CH:19]=3)[CH2:16][OH:17])=[CH:11][C:5]=2[CH2:4][O:3]1.[C:26]1([CH2:32][CH2:33][CH2:34][CH2:35][O:36][CH2:37][CH2:38][CH2:39][CH2:40][CH2:41][CH:42]=O)[CH:31]=[CH:30][CH:29]=[CH:28][CH:27]=1.C(O[BH-](OC(=O)C)OC(=O)C)(=O)C.[Na+]. (4) Given the product [CH3:1][O:2][C:3]1[CH:4]=[C:5]([CH:25]=[CH:26][C:27]=1[O:28][CH2:29][C:30]1[N:31]=[C:32]([C:36]2[CH:37]=[CH:38][CH:39]=[CH:40][CH:41]=2)[O:33][C:34]=1[CH3:35])[CH2:6][O:7][C:8]1[C:12](/[CH:13]=[CH:50]/[C:51]([O:53][CH2:54][CH3:55])=[O:52])=[CH:11][N:10]([C:15]2[CH:16]=[CH:17][C:18]([C:21]([F:23])([F:24])[F:22])=[CH:19][CH:20]=2)[N:9]=1, predict the reactants needed to synthesize it. The reactants are: [CH3:1][O:2][C:3]1[CH:4]=[C:5]([CH:25]=[CH:26][C:27]=1[O:28][CH2:29][C:30]1[N:31]=[C:32]([C:36]2[CH:41]=[CH:40][CH:39]=[CH:38][CH:37]=2)[O:33][C:34]=1[CH3:35])[CH2:6][O:7][C:8]1[C:12]([CH:13]=O)=[CH:11][N:10]([C:15]2[CH:20]=[CH:19][C:18]([C:21]([F:24])([F:23])[F:22])=[CH:17][CH:16]=2)[N:9]=1.C(OP([CH2:50][C:51]([O:53][CH2:54][CH3:55])=[O:52])(OCC)=O)C.CN(C)C=O.[H-].[Na+]. (5) Given the product [CH3:43][C@@H:42]1[CH2:41][CH2:40][CH2:39][N:38]([C:44](=[O:45])[C:46]2[CH:51]=[C:50]([CH3:52])[CH:49]=[CH:48][C:47]=2[C:53]2[N:57]([CH3:58])[N:56]=[CH:55][CH:54]=2)[C@@H:37]1[CH2:36][NH:35][C:60]1[CH:67]=[CH:66][C:63]([C:64]#[N:65])=[CH:62][N:61]=1, predict the reactants needed to synthesize it. The reactants are: C[C@@H]1CCCN(C(C2C=C(C)C=CC=2C2C=NN(C)C=2)=O)[C@@H]1CNC1C=CC(C(F)(F)F)=CN=1.[NH2:35][CH2:36][C@@H:37]1[C@H:42]([CH3:43])[CH2:41][CH2:40][CH2:39][N:38]1[C:44]([C:46]1[CH:51]=[C:50]([CH3:52])[CH:49]=[CH:48][C:47]=1[C:53]1[N:57]([CH3:58])[N:56]=[CH:55][CH:54]=1)=[O:45].Cl[C:60]1[CH:67]=[CH:66][C:63]([C:64]#[N:65])=[CH:62][N:61]=1. (6) Given the product [CH2:1]([C:3]1[CH:4]=[C:5]([CH2:8][O:9][C:13]2[CH:21]3[CH:16]([CH:17]4[O:22][CH:20]3[CH2:19][CH2:18]4)[C:15](=[O:23])[CH:14]=2)[S:6][CH:7]=1)[CH3:2], predict the reactants needed to synthesize it. The reactants are: [CH2:1]([C:3]1[CH:4]=[C:5]([CH2:8][OH:9])[S:6][CH:7]=1)[CH3:2].[H-].[Na+].Cl[C:13]1[CH:21]2[CH:16]([CH:17]3[O:22][CH:20]2[CH2:19][CH2:18]3)[C:15](=[O:23])[CH:14]=1. (7) Given the product [Br:1][C:2]1[CH:7]=[CH:6][C:5]([C:8]([OH:10])([CH3:11])[CH3:9])=[CH:4][CH:3]=1, predict the reactants needed to synthesize it. The reactants are: [Br:1][C:2]1[CH:7]=[CH:6][C:5]([C:8](=[O:10])[CH3:9])=[CH:4][CH:3]=1.[CH3:11][Mg+].[Br-].